Predict which catalyst facilitates the given reaction. From a dataset of Catalyst prediction with 721,799 reactions and 888 catalyst types from USPTO. (1) Reactant: [Br:1][C:2]1[CH:3]=[C:4]([CH3:10])[C:5]([CH2:8][OH:9])=[N:6][CH:7]=1.C(N(CC)CC)C.[C:18]([Si:22](Cl)([CH3:24])[CH3:23])([CH3:21])([CH3:20])[CH3:19]. Product: [Br:1][C:2]1[CH:3]=[C:4]([CH3:10])[C:5]([CH2:8][O:9][Si:22]([C:18]([CH3:21])([CH3:20])[CH3:19])([CH3:24])[CH3:23])=[N:6][CH:7]=1. The catalyst class is: 35. (2) The catalyst class is: 1. Reactant: [C:1]([CH:9]1[CH2:15][CH2:14][O:13][C:12]2[CH:16]=[C:17]([N:20]3[CH2:24][C@H:23]([CH2:25][NH:26][C:27](=[O:29])[CH3:28])[O:22][C:21]3=[O:30])[CH:18]=[CH:19][C:11]=2[C:10]1=[O:31])(=[O:8])[C:2]1C=CC=C[CH:3]=1.[Li+].C[Si]([N-][Si](C)(C)C)(C)C.C(Cl)(=O)CC.[Cl-].[NH4+]. Product: [O:30]=[C:21]1[N:20]([C:17]2[CH:18]=[CH:19][C:11]3[C:10](=[O:31])[CH:9]([C:1](=[O:8])[CH2:2][CH3:3])[CH2:15][CH2:14][O:13][C:12]=3[CH:16]=2)[CH2:24][C@H:23]([CH2:25][NH:26][C:27](=[O:29])[CH3:28])[O:22]1. (3) Reactant: [CH2:1]([O:3][C:4](=[O:39])[CH2:5][CH2:6][CH2:7][O:8][C:9]1[CH:14]=[CH:13][CH:12]=[C:11]([CH2:15][CH2:16][CH2:17][CH2:18][CH2:19][CH2:20][O:21][C:22]2[CH:27]=[C:26]([O:28][CH2:29][CH3:30])[CH:25]=[C:24](Br)[CH:23]=2)[C:10]=1[CH2:32][CH2:33][C:34]([O:36][CH2:37][CH3:38])=[O:35])[CH3:2].[F:40][C:41]1[CH:46]=[CH:45][C:44](B(O)O)=[CH:43][CH:42]=1.C(=O)([O-])[O-].[Cs+].[Cs+]. Product: [CH2:1]([O:3][C:4](=[O:39])[CH2:5][CH2:6][CH2:7][O:8][C:9]1[CH:14]=[CH:13][CH:12]=[C:11]([CH2:15][CH2:16][CH2:17][CH2:18][CH2:19][CH2:20][O:21][C:22]2[CH:23]=[C:24]([C:44]3[CH:45]=[CH:46][C:41]([F:40])=[CH:42][CH:43]=3)[CH:25]=[C:26]([O:28][CH2:29][CH3:30])[CH:27]=2)[C:10]=1[CH2:32][CH2:33][C:34]([O:36][CH2:37][CH3:38])=[O:35])[CH3:2]. The catalyst class is: 140. (4) Reactant: Cl[CH2:2][C:3](Cl)=[O:4].Cl.[Cl:7][C:8]1[C:9]([F:34])=[C:10]([CH:31]=[CH:32][CH:33]=1)[NH:11][C:12]1[C:21]2[C:16](=[CH:17][C:18]([O:29][CH3:30])=[C:19]([O:22][C@H:23]3[CH2:28][CH2:27][CH2:26][NH:25][CH2:24]3)[CH:20]=2)[N:15]=[CH:14][N:13]=1.[CH:35]([N:38]([CH:41]([CH3:43])C)CC)([CH3:37])C.N1CCCC1. Product: [Cl:7][C:8]1[C:9]([F:34])=[C:10]([CH:31]=[CH:32][CH:33]=1)[NH:11][C:12]1[C:21]2[C:16](=[CH:17][C:18]([O:29][CH3:30])=[C:19]([O:22][C@H:23]3[CH2:28][CH2:27][CH2:26][N:25]([C:3](=[O:4])[CH2:2][N:38]4[CH2:35][CH2:37][CH2:43][CH2:41]4)[CH2:24]3)[CH:20]=2)[N:15]=[CH:14][N:13]=1. The catalyst class is: 2. (5) Reactant: [CH3:1][C:2]1([CH3:14])[O:6][C@H:5]2[O:7][C@H:8]([C@H:10]([OH:13])[CH2:11][CH3:12])[CH2:9][C@H:4]2[O:3]1.C1(P(C2C=CC=CC=2)C2C=CC=CC=2)C=CC=CC=1.[N+:34]([C:37]1[CH:45]=[CH:44][C:40]([C:41](O)=[O:42])=[CH:39][CH:38]=1)([O-:36])=[O:35].N(C(OCC)=O)=NC(OCC)=O. Product: [N+:34]([C:37]1[CH:38]=[CH:39][C:40]([C:41]([O:13][C@H:10]([C@H:8]2[O:7][C@@H:5]3[O:6][C:2]([CH3:1])([CH3:14])[O:3][C@@H:4]3[CH2:9]2)[CH2:11][CH3:12])=[O:42])=[CH:44][CH:45]=1)([O-:36])=[O:35]. The catalyst class is: 1. (6) Reactant: [NH2:1][C:2]1[N:10]=[CH:9][CH:8]=[CH:7][C:3]=1[C:4]([OH:6])=O.ON1C2C=CC=CC=2N=N1.CCN=C=NCCCN(C)C.[Cl:32][C:33]1[C:47]([CH3:48])=[CH:46][C:36]([O:37][C:38]2[CH:45]=[CH:44][C:41]([CH2:42][NH2:43])=[CH:40][CH:39]=2)=[CH:35][C:34]=1[CH3:49].C(=O)(O)[O-].[Na+]. Product: [Cl:32][C:33]1[C:47]([CH3:48])=[CH:46][C:36]([O:37][C:38]2[CH:39]=[CH:40][C:41]([CH2:42][NH:43][C:4](=[O:6])[C:3]3[CH:7]=[CH:8][CH:9]=[N:10][C:2]=3[NH2:1])=[CH:44][CH:45]=2)=[CH:35][C:34]=1[CH3:49]. The catalyst class is: 3.